Dataset: Full USPTO retrosynthesis dataset with 1.9M reactions from patents (1976-2016). Task: Predict the reactants needed to synthesize the given product. (1) Given the product [CH2:32]([O:31][C:29]([N:23]1[CH2:22][CH2:28][C:25]2([CH2:27][CH2:26]2)[CH2:24]1)=[O:30])[C:33]1[CH:34]=[CH:35][CH:36]=[CH:37][CH:38]=1, predict the reactants needed to synthesize it. The reactants are: BrC1C=C2C(C3C=CC(C(=O)COC([CH:22]4[CH2:28][C:25]5([CH2:27][CH2:26]5)[CH2:24][N:23]4[C:29]([O:31][CH2:32][C:33]4[CH:38]=[CH:37][CH:36]=[CH:35][CH:34]=4)=[O:30])=O)=CC=3C2(F)F)=CC=1.C([O-])(=O)C.[NH4+]. (2) Given the product [CH3:13][O:14][C:15]1[CH:20]=[CH:19][C:18]([NH:21][CH2:10][CH2:9][C:5]2[CH:6]=[CH:7][CH:8]=[C:3]([O:2][CH3:1])[CH:4]=2)=[CH:17][CH:16]=1, predict the reactants needed to synthesize it. The reactants are: [CH3:1][O:2][C:3]1[CH:4]=[C:5]([CH2:9][C:10](Cl)=O)[CH:6]=[CH:7][CH:8]=1.[CH3:13][O:14][C:15]1[CH:20]=[CH:19][C:18]([NH2:21])=[CH:17][CH:16]=1.O. (3) Given the product [Li+:1].[CH3:13][CH:12]([N-:15][CH:16]([CH3:18])[CH3:17])[CH3:14].[Br:19][C:20]1[N:21]=[C:22]([CH2:26][CH2:30][OH:31])[CH:23]=[CH:24][CH:25]=1, predict the reactants needed to synthesize it. The reactants are: [Li:1]CCCC.CCCCCC.[CH:12]([NH:15][CH:16]([CH3:18])[CH3:17])([CH3:14])[CH3:13].[Br:19][C:20]1[CH:25]=[CH:24][CH:23]=[C:22]([CH3:26])[N:21]=1.CN([CH:30]=[O:31])C.CC(O)=O.[BH4-].[Na+]. (4) The reactants are: Br[CH:2]([C:19]1[CH:24]=[CH:23][CH:22]=[CH:21][CH:20]=1)[C:3]([NH:5][C:6]1[S:7][C:8]([CH2:11][C:12]2[CH:17]=[CH:16][CH:15]=[CH:14][C:13]=2[Cl:18])=[CH:9][N:10]=1)=[O:4].[CH3:25][NH2:26]. Given the product [Cl:18][C:13]1[CH:14]=[CH:15][CH:16]=[CH:17][C:12]=1[CH2:11][C:8]1[S:7][C:6]([NH:5][C:3](=[O:4])[CH:2]([NH:26][CH3:25])[C:19]2[CH:24]=[CH:23][CH:22]=[CH:21][CH:20]=2)=[N:10][CH:9]=1, predict the reactants needed to synthesize it. (5) Given the product [CH3:11][C:10]1[C:5]([C:3]2[N:4]=[C:15]([C:14]3[CH:17]=[CH:18][CH:19]=[CH:20][C:13]=3[OH:12])[NH:1][N:2]=2)=[N:6][CH:7]=[CH:8][CH:9]=1, predict the reactants needed to synthesize it. The reactants are: [NH2:1][NH:2][C:3]([C:5]1[C:10]([CH3:11])=[CH:9][CH:8]=[CH:7][N:6]=1)=[NH:4].[OH:12][C:13]1[CH:20]=[CH:19][CH:18]=[CH:17][C:14]=1[CH:15]=O. (6) Given the product [F:1][C:2]1[C:7]([F:8])=[CH:6][CH:5]=[CH:4][C:3]=1[C:9]1([OH:16])[CH2:12][N+:11]([O-:22])([CH2:13][CH2:14][CH3:15])[CH2:10]1, predict the reactants needed to synthesize it. The reactants are: [F:1][C:2]1[C:7]([F:8])=[CH:6][CH:5]=[CH:4][C:3]=1[C:9]1([OH:16])[CH2:12][N:11]([CH2:13][CH2:14][CH3:15])[CH2:10]1.ClC1C=C(C=CC=1)C(OO)=[O:22].